This data is from CYP1A2 inhibition data for predicting drug metabolism from PubChem BioAssay. The task is: Regression/Classification. Given a drug SMILES string, predict its absorption, distribution, metabolism, or excretion properties. Task type varies by dataset: regression for continuous measurements (e.g., permeability, clearance, half-life) or binary classification for categorical outcomes (e.g., BBB penetration, CYP inhibition). Dataset: cyp1a2_veith. (1) The molecule is CCNC(=S)NS(=O)(=O)c1ccccc1. The result is 0 (non-inhibitor). (2) The result is 1 (inhibitor). The drug is Cc1cc(=O)oc2cc(O)ccc12. (3) The molecule is Cc1cc2c(c(=O)o1)[C@H](O)[C@H]1O[C@@H]1C2=O. The result is 0 (non-inhibitor).